The task is: Predict the product of the given reaction.. This data is from Forward reaction prediction with 1.9M reactions from USPTO patents (1976-2016). (1) Given the reactants [C:1]([C:5]1[CH:6]=[C:7]([NH2:13])[C:8](=[CH:11][CH:12]=1)[O:9][CH3:10])([CH3:4])([CH3:3])[CH3:2].C(Cl)(Cl)=O.[N-:18]=[C:19]=[O:20].Cl.N[C:23]1[C:32]2[C:27](=[CH:28][CH:29]=[CH:30][CH:31]=2)[C:26]([C:33]2[CH:43]=[N:42][C:36]3[O:37][CH2:38][C:39](=[O:41])[NH:40][C:35]=3[CH:34]=2)=[CH:25][CH:24]=1.C(N(C(C)C)CC)(C)C, predict the reaction product. The product is: [C:1]([C:5]1[CH:12]=[CH:11][C:8]([O:9][CH3:10])=[C:7]([NH:13][C:19]([NH:18][C:23]2[C:32]3[C:27](=[CH:28][CH:29]=[CH:30][CH:31]=3)[C:26]([C:33]3[CH:43]=[N:42][C:36]4[O:37][CH2:38][C:39](=[O:41])[NH:40][C:35]=4[CH:34]=3)=[CH:25][CH:24]=2)=[O:20])[CH:6]=1)([CH3:4])([CH3:2])[CH3:3]. (2) Given the reactants [Cl:1][C:2]1[C:3]([O:12][C:13]2[CH:18]=[C:17]([O:19][CH2:20][CH2:21][O:22][CH3:23])[CH:16]=[CH:15][C:14]=2/[CH:24]=[CH:25]/[C:26]([OH:28])=O)=[N:4][CH:5]=[C:6]([C:8]([F:11])([F:10])[F:9])[CH:7]=1.Cl.C(N=C=NCCCN(C)C)C.[Cl:41][C:42]1[CH:47]=[CH:46][CH:45]=[CH:44][C:43]=1[S:48]([NH2:51])(=[O:50])=[O:49].Cl, predict the reaction product. The product is: [Cl:41][C:42]1[CH:47]=[CH:46][CH:45]=[CH:44][C:43]=1[S:48]([NH:51][C:26](=[O:28])/[CH:25]=[CH:24]/[C:14]1[CH:15]=[CH:16][C:17]([O:19][CH2:20][CH2:21][O:22][CH3:23])=[CH:18][C:13]=1[O:12][C:3]1[C:2]([Cl:1])=[CH:7][C:6]([C:8]([F:11])([F:10])[F:9])=[CH:5][N:4]=1)(=[O:50])=[O:49].